Dataset: Catalyst prediction with 721,799 reactions and 888 catalyst types from USPTO. Task: Predict which catalyst facilitates the given reaction. (1) Reactant: Br[C:2]1[CH:3]=[N:4][CH:5]=[CH:6][C:7]=1[O:8][C:9]1[C:14]([F:15])=[CH:13][C:12]([NH:16][C:17]([C:19]2[C:20](=[O:32])[N:21]([C:25]3[CH:30]=[CH:29][C:28]([F:31])=[CH:27][CH:26]=3)[CH:22]=[CH:23][CH:24]=2)=[O:18])=[C:11]([F:33])[CH:10]=1.CC1(C)C(C)(C)OB([C:42]2[CH:43]=[N:44][N:45]([CH2:47][C:48]#[N:49])[CH:46]=2)O1.C(=O)([O-])[O-].[K+].[K+].C([O-])(O)=O.[Na+]. Product: [C:48]([CH2:47][N:45]1[CH:46]=[C:42]([C:2]2[CH:3]=[N:4][CH:5]=[CH:6][C:7]=2[O:8][C:9]2[C:14]([F:15])=[CH:13][C:12]([NH:16][C:17]([C:19]3[C:20](=[O:32])[N:21]([C:25]4[CH:30]=[CH:29][C:28]([F:31])=[CH:27][CH:26]=4)[CH:22]=[CH:23][CH:24]=3)=[O:18])=[C:11]([F:33])[CH:10]=2)[CH:43]=[N:44]1)#[N:49]. The catalyst class is: 70. (2) Reactant: [NH2:1][C:2]1[N:7]=[CH:6][C:5]([N:8]([CH3:28])[C:9](=[O:27])[C:10]([C:13]2[CH:18]=[C:17]([C:19]([F:22])([F:21])[F:20])[CH:16]=[C:15]([C:23]([F:26])([F:25])[F:24])[CH:14]=2)([CH3:12])[CH3:11])=[C:4]([C:29]2[CH:34]=[CH:33][CH:32]=[CH:31][C:30]=2[CH3:35])[CH:3]=1.C(N(C(C)C)C(C)C)C.[C:45]([O:48][CH2:49][C:50](Cl)=[O:51])(=[O:47])[CH3:46]. Product: [F:22][C:19]([F:20])([F:21])[C:17]1[CH:18]=[C:13]([C:10]([CH3:12])([CH3:11])[C:9]([N:8]([CH3:28])[C:5]2[C:4]([C:29]3[CH:34]=[CH:33][CH:32]=[CH:31][C:30]=3[CH3:35])=[CH:3][C:2]([NH:1][C:50]([CH2:49][O:48][C:45](=[O:47])[CH3:46])=[O:51])=[N:7][CH:6]=2)=[O:27])[CH:14]=[C:15]([C:23]([F:26])([F:24])[F:25])[CH:16]=1. The catalyst class is: 4. (3) The catalyst class is: 166. Reactant: C(N(CC)CC)C.[O:8]([CH2:15][CH2:16][OH:17])[C:9]1[CH:14]=[CH:13][CH:12]=[CH:11][CH:10]=1.[F:18][C:19]([F:46])([C:42]([F:45])([F:44])[F:43])[C:20]([F:41])([F:40])[C:21]([F:39])([F:38])[C:22]([F:37])([F:36])[C:23]([F:35])([F:34])[C:24]1[CH:25]=[C:26]([S:30](Cl)(=[O:32])=[O:31])[CH:27]=[CH:28][CH:29]=1.C(=O)(O)[O-].[Na+]. Product: [O:8]([CH2:15][CH2:16][O:17][S:30]([C:26]1[CH:27]=[CH:28][CH:29]=[C:24]([C:23]([F:34])([F:35])[C:22]([F:36])([F:37])[C:21]([F:38])([F:39])[C:20]([F:40])([F:41])[C:19]([F:18])([F:46])[C:42]([F:43])([F:44])[F:45])[CH:25]=1)(=[O:32])=[O:31])[C:9]1[CH:14]=[CH:13][CH:12]=[CH:11][CH:10]=1. (4) Product: [C:1]([O:4][CH2:27][CH2:26][CH2:25][CH2:24][NH:23][CH2:22][CH2:21][CH2:20][CH2:19][C:15]1[CH:16]=[CH:17][CH:18]=[C:13]([O:12][CH2:5][C:6]2[CH:7]=[CH:8][CH:9]=[CH:10][CH:11]=2)[CH:14]=1)(=[O:3])[CH3:2]. Reactant: [C:1]([OH:4])(=[O:3])[CH3:2].[CH2:5]([O:12][C:13]1[CH:14]=[C:15]([CH2:19][CH2:20][CH2:21][CH2:22][NH:23][CH2:24][CH2:25][CH2:26][CH2:27]O)[CH:16]=[CH:17][CH:18]=1)[C:6]1[CH:11]=[CH:10][CH:9]=[CH:8][CH:7]=1. The catalyst class is: 6.